Dataset: Catalyst prediction with 721,799 reactions and 888 catalyst types from USPTO. Task: Predict which catalyst facilitates the given reaction. Reactant: Cl[S:2]([CH:5]1[CH2:10][CH2:9][N:8]([C:11]([O:13][CH2:14][C:15]2[CH:20]=[CH:19][CH:18]=[CH:17][CH:16]=2)=[O:12])[CH2:7][CH2:6]1)(=[O:4])=[O:3].[F:21][C:22]1[C:23]([C:35]2[N:36]([CH:41]([CH3:43])[CH3:42])[C:37]([CH3:40])=[N:38][CH:39]=2)=[N:24][C:25]([NH:28][CH:29]2[CH2:34][CH2:33][NH:32][CH2:31][CH2:30]2)=[N:26][CH:27]=1. Product: [F:21][C:22]1[C:23]([C:35]2[N:36]([CH:41]([CH3:43])[CH3:42])[C:37]([CH3:40])=[N:38][CH:39]=2)=[N:24][C:25]([NH:28][CH:29]2[CH2:30][CH2:31][N:32]([S:2]([CH:5]3[CH2:10][CH2:9][N:8]([C:11]([O:13][CH2:14][C:15]4[CH:20]=[CH:19][CH:18]=[CH:17][CH:16]=4)=[O:12])[CH2:7][CH2:6]3)(=[O:4])=[O:3])[CH2:33][CH2:34]2)=[N:26][CH:27]=1. The catalyst class is: 326.